Predict the reaction yield, written as a fraction of the theoretical maximum amount of product (1.0 means a 100% yield; for example, 0.34 means a 34% yield). From a dataset of Reaction yield outcomes from USPTO patents with 853,638 reactions. (1) The reactants are Cl[S:2]([C:5]1[CH:13]=[CH:12][C:8]([C:9]([OH:11])=[O:10])=[CH:7][C:6]=1[CH3:14])(=[O:4])=[O:3].CN.[CH2:17]([N:19](CC)CC)C. No catalyst specified. The product is [CH3:14][C:6]1[CH:7]=[C:8]([CH:12]=[CH:13][C:5]=1[S:2](=[O:4])(=[O:3])[NH:19][CH3:17])[C:9]([OH:11])=[O:10]. The yield is 0.870. (2) The reactants are [F:1][CH:2]([F:12])[O:3][C:4]1[CH:11]=[CH:10][C:7]([CH2:8][NH2:9])=[CH:6][CH:5]=1.C(N(CC)CC)C.[CH2:20]([S:27](Cl)(=[O:29])=[O:28])[C:21]1[CH:26]=[CH:25][CH:24]=[CH:23][CH:22]=1. The catalyst is C1COCC1. The product is [F:1][CH:2]([F:12])[O:3][C:4]1[CH:5]=[CH:6][C:7]([CH2:8][NH:9][S:27]([CH2:20][C:21]2[CH:26]=[CH:25][CH:24]=[CH:23][CH:22]=2)(=[O:29])=[O:28])=[CH:10][CH:11]=1. The yield is 0.920. (3) The reactants are [Cl:1][C:2]1[C:32]([C:33]([F:36])([F:35])[F:34])=[CH:31][CH:30]=[CH:29][C:3]=1[CH2:4][N:5]([CH2:20][CH:21]([OH:28])[C:22]1[CH:27]=[CH:26][CH:25]=[CH:24][CH:23]=1)[CH2:6][CH2:7][CH2:8][O:9][C:10]1[CH:11]=[C:12]([CH2:16][C:17]([OH:19])=[O:18])[CH:13]=[CH:14][CH:15]=1.[C:37](O)(=[O:39])[CH3:38].C1(P(C2C=CC=CC=2)C2C=CC=CC=2)C=CC=CC=1.CC(OC(/N=N/C(OC(C)C)=O)=O)C. The catalyst is C1(C)C=CC=CC=1. The product is [Cl:1][C:2]1[C:32]([C:33]([F:34])([F:35])[F:36])=[CH:31][CH:30]=[CH:29][C:3]=1[CH2:4][N:5]([CH2:20][CH:21]([O:28][C:37](=[O:39])[CH3:38])[C:22]1[CH:23]=[CH:24][CH:25]=[CH:26][CH:27]=1)[CH2:6][CH2:7][CH2:8][O:9][C:10]1[CH:11]=[C:12]([CH2:16][C:17]([OH:19])=[O:18])[CH:13]=[CH:14][CH:15]=1. The yield is 0.750.